This data is from Reaction yield outcomes from USPTO patents with 853,638 reactions. The task is: Predict the reaction yield, written as a fraction of the theoretical maximum amount of product (1.0 means a 100% yield; for example, 0.34 means a 34% yield). (1) The reactants are [CH3:1][O:2][CH2:3][C:4]1([C:16]([N:18]2[CH2:27][CH2:26][C:25]3[N:24]=[CH:23][C:22]([C:28]([F:31])([F:30])[F:29])=[CH:21][C:20]=3[CH2:19]2)=[O:17])[CH2:8][CH2:7][N:6](C(OC(C)(C)C)=O)[CH2:5]1.[C:32]([OH:38])([C:34]([F:37])([F:36])[F:35])=[O:33]. The yield is 1.00. The catalyst is C(Cl)Cl. The product is [F:35][C:34]([F:37])([F:36])[C:32]([OH:38])=[O:33].[CH3:1][O:2][CH2:3][C:4]1([C:16]([N:18]2[CH2:27][CH2:26][C:25]3[N:24]=[CH:23][C:22]([C:28]([F:30])([F:29])[F:31])=[CH:21][C:20]=3[CH2:19]2)=[O:17])[CH2:8][CH2:7][NH:6][CH2:5]1. (2) The reactants are [F:1][C:2]([F:20])([F:19])[C:3]([C:9]1[C:17]2[C:12](=[CH:13][CH:14]=[C:15]([F:18])[CH:16]=2)[NH:11][CH:10]=1)(O)[C:4]([O:6]C)=[O:5].Cl. The catalyst is C1COCC1. The product is [F:20][C:2]([F:1])([F:19])[CH:3]([C:9]1[C:17]2[C:12](=[CH:13][CH:14]=[C:15]([F:18])[CH:16]=2)[NH:11][CH:10]=1)[C:4]([OH:6])=[O:5]. The yield is 0.220. (3) The reactants are [NH2:1][C:2]1[CH:9]=[C:8]([CH3:10])[C:5]([C:6]#[N:7])=[C:4]([CH3:11])[N:3]=1.[C:12](N1C=CC=CC1=O)(N1C=CC=CC1=O)=[S:13]. The catalyst is ClCCl. The product is [N:1]([C:2]1[CH:9]=[C:8]([CH3:10])[C:5]([C:6]#[N:7])=[C:4]([CH3:11])[N:3]=1)=[C:12]=[S:13]. The yield is 0.830. (4) The reactants are [C:1]([O:6][CH2:7][CH3:8])(=[O:5])[CH:2]([CH3:4])[CH3:3].[Li+].CC([N-]C(C)C)C.Br[CH2:18][CH2:19][CH2:20][CH2:21][CH2:22][Br:23].[NH4+].[Cl-].Cl. The catalyst is C1COCC1.CN1C(=O)N(C)CCC1. The product is [Br:23][CH2:22][CH2:21][CH2:20][CH2:19][CH2:18][C:2]([CH3:4])([CH3:3])[C:1]([O:6][CH2:7][CH3:8])=[O:5]. The yield is 0.320. (5) The reactants are [CH3:1][O:2][C:3]1[CH:8]=[CH:7][C:6](B(O)O)=[CH:5][CH:4]=1.I[C:13]1[C:21]2[C:16](=[N:17][CH:18]=[N:19][C:20]=2[NH2:22])[N:15]([CH:23]([CH3:25])[CH3:24])[N:14]=1.C([O-])([O-])=O.[Na+].[Na+]. The catalyst is CCO.COCCOC.C1C=CC([P]([Pd]([P](C2C=CC=CC=2)(C2C=CC=CC=2)C2C=CC=CC=2)([P](C2C=CC=CC=2)(C2C=CC=CC=2)C2C=CC=CC=2)[P](C2C=CC=CC=2)(C2C=CC=CC=2)C2C=CC=CC=2)(C2C=CC=CC=2)C2C=CC=CC=2)=CC=1. The product is [CH:23]([N:15]1[C:16]2=[N:17][CH:18]=[N:19][C:20]([NH2:22])=[C:21]2[C:13]([C:6]2[CH:7]=[CH:8][C:3]([O:2][CH3:1])=[CH:4][CH:5]=2)=[N:14]1)([CH3:25])[CH3:24]. The yield is 0.160. (6) The reactants are C([Li])CCC.[Cl:6][C:7]1[C:8]2[N:9]([C:13]([CH:16]3[CH2:21][CH2:20][O:19][CH2:18][CH2:17]3)=[N:14][CH:15]=2)[CH:10]=[CH:11][N:12]=1.[Cl:22]C(Cl)(Cl)C(Cl)(Cl)Cl. The catalyst is C1COCC1. The product is [Cl:22][C:10]1[N:9]2[C:13]([CH:16]3[CH2:21][CH2:20][O:19][CH2:18][CH2:17]3)=[N:14][CH:15]=[C:8]2[C:7]([Cl:6])=[N:12][CH:11]=1. The yield is 0.850. (7) The reactants are [CH3:1][N:2]([CH3:7])[C:3](=O)[CH2:4][CH3:5].P(Cl)(Cl)(Cl)=O.C(N(CC)CC)C.[F:20][C:21]1[C:22]([NH2:36])=[N:23][C:24]([O:27][CH2:28][C:29]2[CH:34]=[CH:33][C:32]([F:35])=[CH:31][CH:30]=2)=[N:25][CH:26]=1. The catalyst is C(Cl)(Cl)Cl. The product is [F:20][C:21]1[C:22]([N:36]=[C:3]([N:2]([CH3:7])[CH3:1])[CH2:4][CH3:5])=[N:23][C:24]([O:27][CH2:28][C:29]2[CH:30]=[CH:31][C:32]([F:35])=[CH:33][CH:34]=2)=[N:25][CH:26]=1. The yield is 0.310.